From a dataset of Full USPTO retrosynthesis dataset with 1.9M reactions from patents (1976-2016). Predict the reactants needed to synthesize the given product. (1) The reactants are: [CH3:1][N:2]1[C:6]([C:7]([N:9]2[CH2:15][C:14]3[CH:16]=[C:17]([C:20]4[CH:21]=[CH:22][C:23]5[N:27]=[C:26]([CH3:28])[NH:25][C:24]=5[CH:29]=4)[CH:18]=[CH:19][C:13]=3[O:12][CH2:11][CH2:10]2)=[O:8])=[CH:5][CH:4]=[C:3]1[C:30]([O:32]C)=[O:31].[OH-].[Li+]. Given the product [CH3:1][N:2]1[C:6]([C:7]([N:9]2[CH2:15][C:14]3[CH:16]=[C:17]([C:20]4[CH:21]=[CH:22][C:23]5[N:27]=[C:26]([CH3:28])[NH:25][C:24]=5[CH:29]=4)[CH:18]=[CH:19][C:13]=3[O:12][CH2:11][CH2:10]2)=[O:8])=[CH:5][CH:4]=[C:3]1[C:30]([OH:32])=[O:31], predict the reactants needed to synthesize it. (2) Given the product [C:1]([O:5][C:6]([N:8]1[CH2:12][CH2:11][C@@H:10]([N:26]2[CH2:27][CH2:28][CH2:29][C@@H:25]2[CH3:24])[CH2:9]1)=[O:7])([CH3:2])([CH3:3])[CH3:4], predict the reactants needed to synthesize it. The reactants are: [C:1]([O:5][C:6]([N:8]1[CH2:12][CH2:11][C@H:10](OS(C2C=CC(C)=CC=2)(=O)=O)[CH2:9]1)=[O:7])([CH3:4])([CH3:3])[CH3:2].[CH3:24][C@H:25]1[CH2:29][CH2:28][CH2:27][NH:26]1.C([O-])([O-])=O.[K+].[K+].O. (3) Given the product [C:5]([N:8]1[C:17]2[C:12](=[CH:13][C:14]([C:18]3[CH:23]=[CH:22][C:21]([CH2:24][N:25]4[CH2:30][CH2:29][CH2:28][CH2:27][CH2:26]4)=[CH:20][CH:19]=3)=[CH:15][CH:16]=2)[C@H:11]([NH2:31])[CH2:10][C@@H:9]1[CH3:38])(=[O:7])[CH3:6], predict the reactants needed to synthesize it. The reactants are: [Cl-].[Al+3].[Cl-].[Cl-].[C:5]([N:8]1[C:17]2[C:12](=[CH:13][C:14]([C:18]3[CH:23]=[CH:22][C:21]([CH2:24][N:25]4[CH2:30][CH2:29][CH2:28][CH2:27][CH2:26]4)=[CH:20][CH:19]=3)=[CH:15][CH:16]=2)[C@H:11]([NH:31]C(=O)OC(C)C)[CH2:10][C@@H:9]1[CH3:38])(=[O:7])[CH3:6].C(N(CC)CC)C.CCOC(C)=O. (4) The reactants are: [CH2:1]([O:3][C:4](=[O:17])[CH:5]([O:15][CH3:16])[CH2:6][C:7]1[CH:12]=[CH:11][C:10]([OH:13])=[C:9]([Cl:14])[CH:8]=1)[CH3:2].C([O-])([O-])=O.[K+].[K+].O.Br[CH2:26][CH2:27][CH2:28][O:29][C:30]1[CH:35]=[CH:34][C:33]([C:36]2[CH:41]=[CH:40][CH:39]=[CH:38][CH:37]=2)=[CH:32][CH:31]=1. Given the product [CH2:1]([O:3][C:4](=[O:17])[CH:5]([O:15][CH3:16])[CH2:6][C:7]1[CH:12]=[CH:11][C:10]([O:13][CH2:26][CH2:27][CH2:28][O:29][C:30]2[CH:35]=[CH:34][C:33]([C:36]3[CH:41]=[CH:40][CH:39]=[CH:38][CH:37]=3)=[CH:32][CH:31]=2)=[C:9]([Cl:14])[CH:8]=1)[CH3:2], predict the reactants needed to synthesize it. (5) Given the product [Cl:15][C:14]1[C:9]([OH:8])=[CH:10][C:11]([NH:16][C:17](=[O:23])[O:18][C:19]([CH3:20])([CH3:21])[CH3:22])=[C:12]([CH:30]=[O:31])[CH:13]=1, predict the reactants needed to synthesize it. The reactants are: [Si]([O:8][C:9]1[CH:10]=[C:11]([NH:16][C:17](=[O:23])[O:18][C:19]([CH3:22])([CH3:21])[CH3:20])[CH:12]=[CH:13][C:14]=1[Cl:15])(C(C)(C)C)(C)C.[Li]C(C)(C)C.C[CH2:30][O:31]CC.C(#N)C.C(=O)=O. (6) Given the product [F:1][C:2]1[N:7]=[C:6]([C:8]2[CH:13]=[CH:12][N:11]=[C:10]3[NH:14][C:15]([C:17]4[CH2:22][CH2:21][N:20]([C:23]([O:25][C:26]([CH3:29])([CH3:28])[CH3:27])=[O:24])[CH2:19][CH:18]=4)=[CH:16][C:9]=23)[CH:5]=[CH:4][CH:3]=1, predict the reactants needed to synthesize it. The reactants are: [F:1][C:2]1[N:7]=[C:6]([C:8]2[CH:13]=[CH:12][N:11]=[C:10]3[N:14](S(C4C=CC=CC=4)(=O)=O)[C:15]([C:17]4[CH2:22][CH2:21][N:20]([C:23]([O:25][C:26]([CH3:29])([CH3:28])[CH3:27])=[O:24])[CH2:19][CH:18]=4)=[CH:16][C:9]=23)[CH:5]=[CH:4][CH:3]=1.[OH-].[Na+]. (7) Given the product [CH:15]1([CH2:18][CH2:19][NH:20][C:21]([C:23]2[N:24]=[N:25][C:26]([N:29]3[CH2:34][CH2:33][N:32]([C:5](=[O:6])[C:4]4[CH:8]=[CH:9][CH:10]=[C:2]([F:1])[C:3]=4[C:11]([F:14])([F:13])[F:12])[CH2:31][CH2:30]3)=[CH:27][CH:28]=2)=[O:22])[CH2:17][CH2:16]1, predict the reactants needed to synthesize it. The reactants are: [F:1][C:2]1[C:3]([C:11]([F:14])([F:13])[F:12])=[C:4]([CH:8]=[CH:9][CH:10]=1)[C:5](Cl)=[O:6].[CH:15]1([CH2:18][CH2:19][NH:20][C:21]([C:23]2[N:24]=[N:25][C:26]([N:29]3[CH2:34][CH2:33][NH:32][CH2:31][CH2:30]3)=[CH:27][CH:28]=2)=[O:22])[CH2:17][CH2:16]1. (8) Given the product [ClH:1].[F:46][C:40]1[C:41]([F:45])=[CH:42][CH:43]=[CH:44][C:39]=1[NH:38][C:36](=[O:37])[CH2:35][N:33]1[CH:34]=[C:30]([NH:29][C:2]2[C:11]3[C:6](=[CH:7][C:8]([O:26][CH2:27][CH3:28])=[CH:9][C:10]=3[O:12][CH2:13][C@H:14]3[CH2:18][CH2:17][CH2:16][N:15]3[C:19]([O:21][C:22]([CH3:24])([CH3:23])[CH3:25])=[O:20])[N:5]=[CH:4][N:3]=2)[CH:31]=[N:32]1, predict the reactants needed to synthesize it. The reactants are: [Cl:1][C:2]1[C:11]2[C:6](=[CH:7][C:8]([O:26][CH2:27][CH3:28])=[CH:9][C:10]=2[O:12][CH2:13][C@H:14]2[CH2:18][CH2:17][CH2:16][N:15]2[C:19]([O:21][C:22]([CH3:25])([CH3:24])[CH3:23])=[O:20])[N:5]=[CH:4][N:3]=1.[NH2:29][C:30]1[CH:31]=[N:32][N:33]([CH2:35][C:36]([NH:38][C:39]2[CH:44]=[CH:43][CH:42]=[C:41]([F:45])[C:40]=2[F:46])=[O:37])[CH:34]=1. (9) Given the product [C:14]1([P:7]([C:1]2[CH:2]=[CH:3][CH:4]=[CH:5][CH:6]=2)[C:8]2[CH:13]=[CH:12][CH:11]=[CH:10][CH:9]=2)[CH:15]=[CH:16][CH:17]=[CH:18][CH:19]=1.[C:1]1([P:7](=[O:20])([C:8]2[CH:13]=[CH:12][CH:11]=[CH:10][CH:9]=2)[C:14]2[CH:19]=[CH:18][CH:17]=[CH:16][CH:15]=2)[CH:2]=[CH:3][CH:4]=[CH:5][CH:6]=1, predict the reactants needed to synthesize it. The reactants are: [C:1]1([P:7](=[O:20])([C:14]2[CH:19]=[CH:18][CH:17]=[CH:16][CH:15]=2)[C:8]2[CH:13]=[CH:12][CH:11]=[CH:10][CH:9]=2)[CH:6]=[CH:5][CH:4]=[CH:3][CH:2]=1.C(Cl)(=O)C(Cl)=O.[Al].Cl. (10) Given the product [F:26][CH2:25][CH2:24][O:23][C:19]1[CH:18]=[C:17]([C:16]#[C:15][C:13]2[CH:14]=[C:9]([C@@H:8]([NH:27][C:28]([C@@H:30]3[CH2:35][CH2:34][CH2:33][N:32]([C:36](=[O:52])[CH2:37][CH2:38][CH:39]4[CH2:44][CH2:43][NH:42][CH2:41][CH2:40]4)[CH2:31]3)=[O:29])[CH2:7][C:6]([OH:53])=[O:5])[CH:10]=[N:11][CH:12]=2)[CH:22]=[CH:21][CH:20]=1, predict the reactants needed to synthesize it. The reactants are: C([O:5][C:6](=[O:53])[CH2:7][C@H:8]([NH:27][C:28]([C@@H:30]1[CH2:35][CH2:34][CH2:33][N:32]([C:36](=[O:52])[CH2:37][CH2:38][CH:39]2[CH2:44][CH2:43][N:42](C(OC(C)(C)C)=O)[CH2:41][CH2:40]2)[CH2:31]1)=[O:29])[C:9]1[CH:10]=[N:11][CH:12]=[C:13]([C:15]#[C:16][C:17]2[CH:22]=[CH:21][CH:20]=[C:19]([O:23][CH2:24][CH2:25][F:26])[CH:18]=2)[CH:14]=1)(C)(C)C.